This data is from Full USPTO retrosynthesis dataset with 1.9M reactions from patents (1976-2016). The task is: Predict the reactants needed to synthesize the given product. (1) Given the product [CH3:4][O:5][C:6]1[CH:7]=[C:8]([C:18]2[N:22]3[CH2:23][CH2:24][CH2:25][C:26]([C:49]([OH:48])([CH3:45])[CH3:1])([O:32][C:33]4[CH:38]=[CH:37][CH:36]=[C:35]([C:39]([F:40])([F:42])[F:41])[CH:34]=4)[C:21]3=[N:20][N:19]=2)[CH:9]=[CH:10][C:11]=1[C:12]1[O:16][C:15]([CH3:17])=[N:44][CH:13]=1, predict the reactants needed to synthesize it. The reactants are: [CH3:1][Mg]Br.[CH3:4][O:5][C:6]1[CH:7]=[C:8]([C:18]2[N:22]3[CH2:23][CH2:24][CH2:25][C:26]([O:32][C:33]4[CH:38]=[CH:37][CH:36]=[C:35]([C:39]([F:42])([F:41])[F:40])[CH:34]=4)(C(OCC)=O)[C:21]3=[N:20][N:19]=2)[CH:9]=[CH:10][C:11]=1[C:12]1[O:16][C:15]([CH3:17])=N[CH:13]=1.[Cl-].[NH4+:44].[CH2:45]1[CH2:49][O:48]CC1. (2) Given the product [OH:7][C:6]1[CH:5]=[C:4]([OH:10])[C:3]([O:2][CH3:1])=[CH:9][C:8]=1[C:19]([CH2:18][C:15]1[CH:16]=[CH:17][C:12]([OH:11])=[CH:13][CH:14]=1)=[O:20], predict the reactants needed to synthesize it. The reactants are: [CH3:1][O:2][C:3]1[CH:9]=[CH:8][C:6]([OH:7])=[CH:5][C:4]=1[OH:10].[OH:11][C:12]1[CH:17]=[CH:16][C:15]([CH2:18][C:19](O)=[O:20])=[CH:14][CH:13]=1.B(F)(F)F.CCOCC. (3) Given the product [C:42]([O:41][C:39]([NH:46][CH2:47][CH2:48][CH2:49][CH2:50][CH2:51][C:52]([NH:1][CH:2]([CH2:6][NH:7][C:8]([C:10]1[CH:11]=[C:12]2[C:16](=[CH:17][CH:18]=1)[N:15]([CH2:19][CH2:20][CH2:21][NH:22][C:23]1[NH:24][CH:25]=[CH:26][N:27]=1)[N:14]=[CH:13]2)=[O:9])[C:3]([OH:5])=[O:4])=[O:53])=[O:40])([CH3:45])([CH3:44])[CH3:43], predict the reactants needed to synthesize it. The reactants are: [NH2:1][CH:2]([CH2:6][NH:7][C:8]([C:10]1[CH:11]=[C:12]2[C:16](=[CH:17][CH:18]=1)[N:15]([CH2:19][CH2:20][CH2:21][NH:22][C:23]1[NH:24][CH:25]=[CH:26][N:27]=1)[N:14]=[CH:13]2)=[O:9])[C:3]([OH:5])=[O:4].C(N(CC)CC)C.CS(C)=O.[C:39]([NH:46][CH2:47][CH2:48][CH2:49][CH2:50][CH2:51][C:52](ON1C(=O)CCC1=O)=[O:53])([O:41][C:42]([CH3:45])([CH3:44])[CH3:43])=[O:40]. (4) The reactants are: [CH3:1][O:2][C:3]1[CH:22]=[CH:21][C:6]([C:7]([C:9]2[CH:10]=[CH:11][C:12]([S:19][CH3:20])=[C:13]([S:15]([NH2:18])(=[O:17])=[O:16])[CH:14]=2)=[O:8])=[CH:5][CH:4]=1.ClC1C=C(C=CC=1)C(OO)=[O:28]. Given the product [CH3:20][S:19]([C:12]1[CH:11]=[CH:10][C:9]([C:7](=[O:8])[C:6]2[CH:5]=[CH:4][C:3]([O:2][CH3:1])=[CH:22][CH:21]=2)=[CH:14][C:13]=1[S:15]([NH2:18])(=[O:17])=[O:16])=[O:28], predict the reactants needed to synthesize it. (5) The reactants are: [Br:1][C:2]1[C:3]([C:20](OC)=[O:21])=[C:4]2[N:10]=[CH:9][N:8]([CH2:11][C:12]3[CH:17]=[CH:16][C:15]([O:18][CH3:19])=[CH:14][CH:13]=3)[C:5]2=[N:6][CH:7]=1.[BH4-].[Na+]. Given the product [Br:1][C:2]1[C:3]([CH2:20][OH:21])=[C:4]2[N:10]=[CH:9][N:8]([CH2:11][C:12]3[CH:13]=[CH:14][C:15]([O:18][CH3:19])=[CH:16][CH:17]=3)[C:5]2=[N:6][CH:7]=1, predict the reactants needed to synthesize it. (6) Given the product [CH2:1]([O:3][C:4]([C@@H:6]1[CH2:10][C@H:9]([NH:11][C:12](=[O:32])[CH2:13][CH2:14][CH2:15][CH2:16][CH:17]([C:18]2[CH:19]=[CH:20][C:21]([F:24])=[CH:22][CH:23]=2)[C:25]2[CH:30]=[CH:29][C:28]([F:31])=[CH:27][CH:26]=2)[CH2:8][N:7]1[C:40](=[O:41])[C:39]1[CH:43]=[C:44]([C:48]([CH3:49])([CH3:50])[CH3:51])[C:45]([O:46][CH3:47])=[C:37]([C:33]([CH3:36])([CH3:35])[CH3:34])[CH:38]=1)=[O:5])[CH3:2], predict the reactants needed to synthesize it. The reactants are: [CH2:1]([O:3][C:4]([C@@H:6]1[CH2:10][C@H:9]([NH:11][C:12](=[O:32])[CH2:13][CH2:14][CH2:15][CH2:16][CH:17]([C:25]2[CH:30]=[CH:29][C:28]([F:31])=[CH:27][CH:26]=2)[C:18]2[CH:23]=[CH:22][C:21]([F:24])=[CH:20][CH:19]=2)[CH2:8][NH:7]1)=[O:5])[CH3:2].[C:33]([C:37]1[CH:38]=[C:39]([CH:43]=[C:44]([C:48]([CH3:51])([CH3:50])[CH3:49])[C:45]=1[O:46][CH3:47])[C:40](O)=[O:41])([CH3:36])([CH3:35])[CH3:34].C(Cl)CCl. (7) Given the product [CH3:18][C:14]1[CH:13]=[C:12]([CH:17]=[CH:16][CH:15]=1)[NH:11][CH:26]([C:21]1[CH:22]=[CH:23][CH:24]=[CH:25][C:20]=1[CH3:19])[CH3:27], predict the reactants needed to synthesize it. The reactants are: [B][B][B][B][B][B][B][B][B][B].[NH2:11][C:12]1[CH:17]=[CH:16][CH:15]=[C:14]([CH3:18])[CH:13]=1.[CH3:19][C:20]1[CH:25]=[CH:24][CH:23]=[CH:22][C:21]=1[C:26](=O)[CH3:27]. (8) Given the product [CH3:1][O:2][C:3]1[CH:8]=[CH:7][C:6]([NH:9][C:10]([C:12]2[CH:13]=[CH:14][C:15]([C:18]3[CH:23]=[CH:22][CH:21]=[CH:20][CH:19]=3)=[CH:16][CH:17]=2)=[O:11])=[CH:5][C:4]=1[NH:24][C:25](=[O:35])[CH2:26][N:27]1[CH2:33][CH2:32][O:34][CH2:29][C@@H:30]1[CH3:31], predict the reactants needed to synthesize it. The reactants are: [CH3:1][O:2][C:3]1[CH:8]=[CH:7][C:6]([NH:9][C:10]([C:12]2[CH:17]=[CH:16][C:15]([C:18]3[CH:23]=[CH:22][CH:21]=[CH:20][CH:19]=3)=[CH:14][CH:13]=2)=[O:11])=[CH:5][C:4]=1[NH:24][C:25](=[O:35])[CH2:26][N:27]1[CH2:33][CH:32]2[O:34][CH:29]([CH2:30][CH2:31]2)C1.ClCC(NC1C=C(NC(C2C=CC(C3C=CC=CC=3)=CC=2)=O)C=CC=1OC)=O.C[C@H]1COCCN1.C(N(CC)CC)C.